Dataset: Full USPTO retrosynthesis dataset with 1.9M reactions from patents (1976-2016). Task: Predict the reactants needed to synthesize the given product. (1) Given the product [N:35]([C@@H:38]([C@@H:42]([C:49]1[CH:50]=[CH:51][C:52]([Cl:55])=[CH:53][CH:54]=1)[CH:43]1[CH2:44][CH2:45][O:46][CH2:47][CH2:48]1)[C:39]([NH:1][C:2]1[CH:33]=[CH:32][CH:31]=[C:30]([F:34])[C:3]=1[CH2:4][CH2:5][C@H:6]1[CH2:13][N:12]([C:14]([O:16][C:17]([CH3:18])([CH3:20])[CH3:19])=[O:15])[CH2:11][C:8]2([CH2:9][CH2:10]2)[N:7]1[S:21]([C:24]1[CH:25]=[CH:26][CH:27]=[CH:28][CH:29]=1)(=[O:23])=[O:22])=[O:40])=[N+:36]=[N-:37], predict the reactants needed to synthesize it. The reactants are: [NH2:1][C:2]1[CH:33]=[CH:32][CH:31]=[C:30]([F:34])[C:3]=1[CH2:4][CH2:5][C@H:6]1[CH2:13][N:12]([C:14]([O:16][C:17]([CH3:20])([CH3:19])[CH3:18])=[O:15])[CH2:11][C:8]2([CH2:10][CH2:9]2)[N:7]1[S:21]([C:24]1[CH:29]=[CH:28][CH:27]=[CH:26][CH:25]=1)(=[O:23])=[O:22].[N:35]([C@@H:38]([C@@H:42]([C:49]1[CH:54]=[CH:53][C:52]([Cl:55])=[CH:51][CH:50]=1)[CH:43]1[CH2:48][CH2:47][O:46][CH2:45][CH2:44]1)[C:39](O)=[O:40])=[N+:36]=[N-:37].O=P(Cl)(Cl)Cl.OP([O-])(O)=O.[K+]. (2) Given the product [F:46][C:45]1[CH:44]=[CH:43][C:39]([C:40](=[O:41])[NH:51][C:50]2[CH:49]=[C:48]([F:47])[C:54]([F:55])=[C:53]([F:56])[CH:52]=2)=[CH:38][C:37]=1[S:36][CH:33]1[CH2:32][CH:31]2[CH:35]([CH:30]2[C:28]([O:27][CH2:25][CH3:26])=[O:29])[CH2:34]1, predict the reactants needed to synthesize it. The reactants are: CN(C(ON1N=NC2C=CC=NC1=2)=[N+](C)C)C.F[P-](F)(F)(F)(F)F.[CH2:25]([O:27][C:28]([CH:30]1[CH:35]2[CH:31]1[CH2:32][CH:33]([S:36][C:37]1[CH:38]=[C:39]([CH:43]=[CH:44][C:45]=1[F:46])[C:40](O)=[O:41])[CH2:34]2)=[O:29])[CH3:26].[F:47][C:48]1[CH:49]=[C:50]([CH:52]=[C:53]([F:56])[C:54]=1[F:55])[NH2:51]. (3) Given the product [C:1]([N:4]1[C:13]2[C:8](=[CH:9][C:10]([C:14]3[CH:23]=[CH:22][C:17]([C:18]([O:20][CH3:21])=[O:19])=[CH:16][CH:15]=3)=[CH:11][CH:12]=2)[C@H:7]([NH:24][C:25]2[CH:30]=[CH:29][C:28]([NH2:31])=[CH:27][N:26]=2)[CH2:6][C@@H:5]1[CH3:34])(=[O:3])[CH3:2], predict the reactants needed to synthesize it. The reactants are: [C:1]([N:4]1[C:13]2[C:8](=[CH:9][C:10]([C:14]3[CH:23]=[CH:22][C:17]([C:18]([O:20][CH3:21])=[O:19])=[CH:16][CH:15]=3)=[CH:11][CH:12]=2)[C@H:7]([NH:24][C:25]2[CH:30]=[CH:29][C:28]([N+:31]([O-])=O)=[CH:27][N:26]=2)[CH2:6][C@@H:5]1[CH3:34])(=[O:3])[CH3:2].C([O-])=O.[NH4+]. (4) Given the product [CH3:21][N:20]([CH:13]([C:14]1[CH:19]=[CH:18][CH:17]=[CH:16][CH:15]=1)[C:1]1[C:10]2[C:5](=[CH:6][CH:7]=[CH:8][CH:9]=2)[CH:4]=[CH:3][C:2]=1[O:11][C:29](=[O:30])[C:28]1[CH:32]=[CH:33][C:25]([O:24][CH3:23])=[CH:26][CH:27]=1)[CH3:22], predict the reactants needed to synthesize it. The reactants are: [CH:1]1[C:10]2[C:5](=[CH:6][CH:7]=[CH:8][CH:9]=2)[CH:4]=[CH:3][C:2]=1[OH:11].[Cl-].[CH:13](=[N+:20]([CH3:22])[CH3:21])[C:14]1[CH:19]=[CH:18][CH:17]=[CH:16][CH:15]=1.[CH3:23][O:24][C:25]1[CH:33]=[CH:32][C:28]([C:29](Cl)=[O:30])=[CH:27][CH:26]=1. (5) Given the product [CH3:26][O:27][CH:9]([O:8][CH2:1][C:2]1[CH:3]=[CH:4][CH:5]=[CH:6][CH:7]=1)[CH2:12][CH2:20][O:21][CH3:22], predict the reactants needed to synthesize it. The reactants are: [CH2:1]([O:8][CH:9]([CH2:12]O)CO)[C:2]1[CH:7]=[CH:6][CH:5]=[CH:4][CH:3]=1.[H-].[Na+].CI.C1[CH2:22][O:21][CH2:20]C1.CN([CH:26]=[O:27])C. (6) Given the product [CH:37]1([C:35]([NH:34][C:32]2[N:33]=[C:28]3[CH:27]=[CH:26][C:25]([O:24][C:23]4[CH:40]=[CH:41][C:42]([CH3:43])=[C:21]([NH:20][C:7]([C:5]5[N:6]=[C:2]([CH3:1])[O:3][C:4]=5[C:10]([F:13])([F:12])[F:11])=[O:9])[CH:22]=4)=[CH:30][N:29]3[N:31]=2)=[O:36])[CH2:38][CH2:39]1, predict the reactants needed to synthesize it. The reactants are: [CH3:1][C:2]1[O:3][C:4]([C:10]([F:13])([F:12])[F:11])=[C:5]([C:7]([OH:9])=O)[N:6]=1.C(Cl)(=O)C(Cl)=O.[NH2:20][C:21]1[CH:22]=[C:23]([CH:40]=[CH:41][C:42]=1[CH3:43])[O:24][C:25]1[CH:26]=[CH:27][C:28]2[N:29]([N:31]=[C:32]([NH:34][C:35]([CH:37]3[CH2:39][CH2:38]3)=[O:36])[N:33]=2)[CH:30]=1.C(=O)([O-])[O-].[Na+].[Na+].